This data is from Forward reaction prediction with 1.9M reactions from USPTO patents (1976-2016). The task is: Predict the product of the given reaction. (1) The product is: [C:1]1([N:7]2[C:12](=[O:13])[C:11]3=[CH:14][CH:15]=[CH:16][N:10]3[N:9]=[C:8]2[C@@H:17]2[CH2:21][CH2:20][CH2:19][N:18]2[C:22]2[C:23]3[C:30]([CH:31]=[CH2:32])=[CH:29][NH:28][C:24]=3[N:25]=[CH:26][N:27]=2)[CH:2]=[CH:3][CH:4]=[CH:5][CH:6]=1. Given the reactants [C:1]1([N:7]2[C:12](=[O:13])[C:11]3=[CH:14][CH:15]=[CH:16][N:10]3[N:9]=[C:8]2[C@@H:17]2[CH2:21][CH2:20][CH2:19][N:18]2[C:22]2[C:23]3[C:30]([CH:31]=[CH2:32])=[CH:29][N:28](COCC[Si](C)(C)C)[C:24]=3[N:25]=[CH:26][N:27]=2)[CH:6]=[CH:5][CH:4]=[CH:3][CH:2]=1, predict the reaction product. (2) Given the reactants [CH:1]1([NH2:7])[CH2:6][CH2:5][CH2:4][CH2:3][CH2:2]1.[N:8]1[CH:13]=[CH:12][CH:11]=[N:10][C:9]=1[C:14](=O)[CH3:15], predict the reaction product. The product is: [N:8]1[CH:13]=[CH:12][CH:11]=[N:10][C:9]=1[C:14](=[N:7][CH:1]1[CH2:6][CH2:5][CH2:4][CH2:3][CH2:2]1)[CH3:15]. (3) Given the reactants C(O[C:6]([N:8]1[CH2:12][C:11](=[N:13][O:14][CH3:15])[CH2:10][C@H:9]1[C:16]([OH:18])=O)=[O:7])(C)(C)C.[C:19]1([C:28]2[CH:33]=[CH:32][CH:31]=[CH:30][CH:29]=2)[CH:24]=[CH:23][C:22](C(Cl)=O)=[CH:21][CH:20]=1.O[N:35]=[C:36]([NH2:45])[CH2:37][S:38][C:39]1[CH:44]=[CH:43][CH:42]=[CH:41][N:40]=1, predict the reaction product. The product is: [CH3:15][O:14][N:13]=[C:11]1[CH2:10][C@@H:9]([C:16]2[O:18][N:35]=[C:36]([CH2:37][S:38][C:39]3[CH:44]=[CH:43][CH:42]=[CH:41][N:40]=3)[N:45]=2)[N:8]([C:6]([C:31]2[CH:30]=[CH:29][C:28]([C:19]3[CH:20]=[CH:21][CH:22]=[CH:23][CH:24]=3)=[CH:33][CH:32]=2)=[O:7])[CH2:12]1.